Dataset: Full USPTO retrosynthesis dataset with 1.9M reactions from patents (1976-2016). Task: Predict the reactants needed to synthesize the given product. Given the product [CH3:1][C@@H:2]1[NH:7][CH2:6][C:5]2[C:15]([CH:18]3[CH2:22][CH2:21][CH2:20][O:19]3)=[N:16][NH:17][C:4]=2[CH2:3]1, predict the reactants needed to synthesize it. The reactants are: [CH3:1][C@@H:2]1[N:7](C(OC(C)(C)C)=O)[CH2:6][C:5]2[C:15]([CH:18]3[CH2:22][CH2:21][CH2:20][O:19]3)=[N:16][NH:17][C:4]=2[CH2:3]1.Cl.O1CCOCC1.